From a dataset of Full USPTO retrosynthesis dataset with 1.9M reactions from patents (1976-2016). Predict the reactants needed to synthesize the given product. (1) Given the product [Cl:1][C:2]1[C:7]([Cl:8])=[CH:6][CH:5]=[CH:4][C:3]=1[N:9]1[CH2:14][CH2:13][N:12]([CH2:21][CH2:22][CH:24]2[CH2:15][O:18]2)[CH2:11][CH2:10]1, predict the reactants needed to synthesize it. The reactants are: [Cl:1][C:2]1[C:7]([Cl:8])=[CH:6][CH:5]=[CH:4][C:3]=1[N:9]1[CH2:14][CH2:13][NH:12][CH2:11][CH2:10]1.[C:15](=[O:18])([O-])[O-].[K+].[K+].[CH3:21][C:22]([CH3:24])=O. (2) Given the product [N+:18]([C:15]1[CH:16]=[CH:17][C:12]([O:10][C:7]2[CH:8]=[CH:9][C:4]([NH2:3])=[CH:5][CH:6]=2)=[CH:13][CH:14]=1)([O-:20])=[O:19], predict the reactants needed to synthesize it. The reactants are: [H-].[Na+].[NH2:3][C:4]1[CH:9]=[CH:8][C:7]([OH:10])=[CH:6][CH:5]=1.F[C:12]1[CH:17]=[CH:16][C:15]([N+:18]([O-:20])=[O:19])=[CH:14][CH:13]=1.